The task is: Predict the reactants needed to synthesize the given product.. This data is from Full USPTO retrosynthesis dataset with 1.9M reactions from patents (1976-2016). (1) The reactants are: C1(OC2C=CC=CC=2)C=CC=CC=1.[CH3:14][O:15][C:16]1[CH:40]=[CH:39][C:19]([CH2:20][N:21]2[C:25]([NH:26][CH:27]=[C:28]([C:34]([O:36][CH2:37][CH3:38])=[O:35])[C:29](OCC)=[O:30])=[CH:24][CH:23]=[N:22]2)=[CH:18][CH:17]=1. Given the product [OH:30][C:29]1[C:28]([C:34]([O:36][CH2:37][CH3:38])=[O:35])=[CH:27][N:26]=[C:25]2[N:21]([CH2:20][C:19]3[CH:39]=[CH:40][C:16]([O:15][CH3:14])=[CH:17][CH:18]=3)[N:22]=[CH:23][C:24]=12, predict the reactants needed to synthesize it. (2) Given the product [CH2:10]([O:23][CH2:22][C:1]1[CH:6]=[CH:5][CH:4]=[CH:3][CH:2]=1)[C:11]1[CH:16]=[CH:15][CH:14]=[CH:13][CH:12]=1, predict the reactants needed to synthesize it. The reactants are: [CH3:1][CH:2](O)[CH2:3][CH2:4][CH:5]=[CH2:6].[H-].[Na+].[CH2:10](Cl)[C:11]1[CH:16]=[CH:15][CH:14]=[CH:13][CH:12]=1.[Cl-].[NH4+].CN(C)[CH:22]=[O:23]. (3) Given the product [CH3:1][O:2][C:3]1[CH:4]=[CH:5][CH:6]=[C:7]2[C:11]=1[NH:10][N:9]=[C:8]2[CH2:12][CH2:13][C:14]([OH:16])=[O:15], predict the reactants needed to synthesize it. The reactants are: [CH3:1][O:2][C:3]1[CH:4]=[CH:5][CH:6]=[C:7]2[C:11]=1[NH:10][N:9]=[C:8]2[CH2:12][CH2:13][C:14]([O:16]C)=[O:15].[OH-].[Na+]. (4) Given the product [Cl:1][CH:2]([C:6]1[CH:11]=[CH:10][CH:9]=[CH:8][CH:7]=1)[C:3]([NH:12][C:13]1[S:14][CH:15]=[C:16]([C:18]2[CH:19]=[CH:20][C:21]([Cl:24])=[CH:22][CH:23]=2)[N:17]=1)=[O:4], predict the reactants needed to synthesize it. The reactants are: [Cl:1][CH:2]([C:6]1[CH:11]=[CH:10][CH:9]=[CH:8][CH:7]=1)[C:3](Cl)=[O:4].[NH2:12][C:13]1[S:14][CH:15]=[C:16]([C:18]2[CH:23]=[CH:22][C:21]([Cl:24])=[CH:20][CH:19]=2)[N:17]=1.N1C=CC=CC=1. (5) Given the product [Br:26][C:10]1[CH:11]=[C:6]([O:5][CH2:4][C:3]2[C:13]([Cl:18])=[CH:14][CH:15]=[C:16]([F:17])[C:2]=2[Cl:1])[C:7]([NH2:12])=[N:8][CH:9]=1, predict the reactants needed to synthesize it. The reactants are: [Cl:1][C:2]1[C:16]([F:17])=[CH:15][CH:14]=[C:13]([Cl:18])[C:3]=1[CH2:4][O:5][C:6]1[C:7]([NH2:12])=[N:8][CH:9]=[CH:10][CH:11]=1.C1C(=O)N([Br:26])C(=O)C1. (6) Given the product [Cl:5][C:6]1[C:14]([CH3:15])=[N:13][C:12]2[N:8]([N:9]=[C:10]3[CH2:18][N:17]([C:19]([C:21]4[CH:26]=[CH:25][C:24]([F:27])=[CH:23][C:22]=4[O:28][CH:29]4[CH2:34][CH2:33][N:32]([CH2:2][CH2:3][F:4])[CH2:31][CH2:30]4)=[O:20])[CH2:16][C:11]3=2)[C:7]=1[CH3:35], predict the reactants needed to synthesize it. The reactants are: Br[CH2:2][CH2:3][F:4].[Cl:5][C:6]1[C:14]([CH3:15])=[N:13][C:12]2[N:8]([N:9]=[C:10]3[CH2:18][N:17]([C:19]([C:21]4[CH:26]=[CH:25][C:24]([F:27])=[CH:23][C:22]=4[O:28][CH:29]4[CH2:34][CH2:33][NH:32][CH2:31][CH2:30]4)=[O:20])[CH2:16][C:11]3=2)[C:7]=1[CH3:35].C([O-])(O)=O.[Na+]. (7) Given the product [C:32]([C:33]1[N:23]=[C:12]([CH3:11])[N:8]([C:5]2[CH:6]=[CH:7][C:2]([F:1])=[CH:3][CH:4]=2)[CH:34]=1)#[CH:31], predict the reactants needed to synthesize it. The reactants are: [F:1][C:2]1[CH:7]=[CH:6][C:5]([N:8]2[CH:12]=[C:11](C(O)=O)N=C2)=[CH:4][CH:3]=1.FC1C=CC([N:23]2C=C(CO)N=C2)=CC=1.O1[CH2:34][CH2:33][CH2:32][CH2:31]1.B.CO. (8) Given the product [Cl:32][C:29]1[N:30]=[CH:31][C:26]([C:22]2[S:21][C:20]([NH:19][C:1](=[O:9])[C:2]3[CH:3]=[CH:4][CH:5]=[CH:6][CH:7]=3)=[N:24][C:23]=2[CH3:25])=[CH:27][C:28]=1[NH:33][S:34]([CH3:37])(=[O:36])=[O:35], predict the reactants needed to synthesize it. The reactants are: [C:1]([OH:9])(=O)[C:2]1[CH:7]=[CH:6][CH:5]=[CH:4][CH:3]=1.C(N(C(C)C)CC)(C)C.[NH2:19][C:20]1[S:21][C:22]([C:26]2[CH:27]=[C:28]([NH:33][S:34]([CH3:37])(=[O:36])=[O:35])[C:29]([Cl:32])=[N:30][CH:31]=2)=[C:23]([CH3:25])[N:24]=1. (9) Given the product [N:69]1[N:70]2[C:71]([CH2:72][O:73][CH2:74][CH2:75]2)=[CH:76][C:68]=1[NH:67][C:65]1[C:64](=[O:77])[N:63]([CH3:78])[N:62]=[C:61]([C:60]2[CH:59]=[CH:58][N:57]=[C:56]([N:79]3[CH2:91][CH2:90][N:82]4[C:83]5[CH2:84][CH2:85][CH2:86][CH2:87][C:88]=5[CH:89]=[C:81]4[C:80]3=[O:92])[C:55]=2[CH2:54][OH:53])[CH:66]=1, predict the reactants needed to synthesize it. The reactants are: C([C@H]1CN(C2COC2)CCN1C1C=CC(NC2C(=O)N(C)C=C(C3C=CN=C(N4CCN5C6CCCCC=6C=C5C4=O)C=3CO)C=2)=NC=1)C.C([O:53][CH2:54][C:55]1[C:56]([N:79]2[CH2:91][CH2:90][N:82]3[C:83]4[CH2:84][CH2:85][CH2:86][CH2:87][C:88]=4[CH:89]=[C:81]3[C:80]2=[O:92])=[N:57][CH:58]=[CH:59][C:60]=1[C:61]1[CH:66]=[C:65]([NH:67][C:68]2[CH:76]=[C:71]3[CH2:72][O:73][CH2:74][CH2:75][N:70]3[N:69]=2)[C:64](=[O:77])[N:63]([CH3:78])[N:62]=1)(=O)C.[OH-].[Li+]. (10) Given the product [CH3:13][O:12][C:11]1[C:6]2[CH2:5][C:4](=[O:15])[O:14][C:7]=2[CH:8]=[CH:9][CH:10]=1, predict the reactants needed to synthesize it. The reactants are: C(N(CC)[C:4](=[O:15])[CH2:5][C:6]1[C:11]([O:12][CH3:13])=[CH:10][CH:9]=[CH:8][C:7]=1[OH:14])C.FC(F)(F)C(O)=O.[OH-].[Na+].